Task: Regression. Given two drug SMILES strings and cell line genomic features, predict the synergy score measuring deviation from expected non-interaction effect.. Dataset: NCI-60 drug combinations with 297,098 pairs across 59 cell lines Drug 1: C1CC(C1)(C(=O)O)C(=O)O.[NH2-].[NH2-].[Pt+2]. Drug 2: CC1=C(C(=CC=C1)Cl)NC(=O)C2=CN=C(S2)NC3=CC(=NC(=N3)C)N4CCN(CC4)CCO. Cell line: T-47D. Synergy scores: CSS=12.4, Synergy_ZIP=-2.32, Synergy_Bliss=-1.47, Synergy_Loewe=-1.28, Synergy_HSA=-0.256.